Dataset: Reaction yield outcomes from USPTO patents with 853,638 reactions. Task: Predict the reaction yield, written as a fraction of the theoretical maximum amount of product (1.0 means a 100% yield; for example, 0.34 means a 34% yield). (1) The reactants are [Cl:1][C:2]1[CH:38]=[CH:37][C:5]([O:6][CH2:7][C:8]([N:10]2[CH2:15][CH2:14][N:13]([C:16]3[C:17]4[CH:29]=[C:28]([C:30]5[CH:35]=[CH:34][C:33]([F:36])=[CH:32][CH:31]=5)[S:27][C:18]=4[N:19]=[C:20]([C:22](OCC)=[O:23])[N:21]=3)[CH2:12][CH2:11]2)=[O:9])=[CH:4][CH:3]=1.[CH3:39][O:40][CH2:41][CH2:42][NH2:43]. The catalyst is CO. The product is [Cl:1][C:2]1[CH:38]=[CH:37][C:5]([O:6][CH2:7][C:8]([N:10]2[CH2:11][CH2:12][N:13]([C:16]3[C:17]4[CH:29]=[C:28]([C:30]5[CH:35]=[CH:34][C:33]([F:36])=[CH:32][CH:31]=5)[S:27][C:18]=4[N:19]=[C:20]([C:22]([NH:43][CH2:42][CH2:41][O:40][CH3:39])=[O:23])[N:21]=3)[CH2:14][CH2:15]2)=[O:9])=[CH:4][CH:3]=1. The yield is 0.920. (2) The yield is 0.453. The reactants are [H-].[Na+].F[C:4]1[CH:9]=[CH:8][CH:7]=[CH:6][C:5]=1[N+:10]([O-:12])=[O:11].[O:13]=[C:14]([CH2:23][CH2:24][C:25]([O:27][CH3:28])=[O:26])[CH2:15][C:16]([O:18][C:19]([CH3:22])([CH3:21])[CH3:20])=[O:17]. The product is [N+:10]([C:5]1[CH:6]=[CH:7][CH:8]=[CH:9][C:4]=1[CH:15]([C:14](=[O:13])[CH2:23][CH2:24][C:25]([O:27][CH3:28])=[O:26])[C:16]([O:18][C:19]([CH3:22])([CH3:20])[CH3:21])=[O:17])([O-:12])=[O:11]. The catalyst is CN(C=O)C. (3) The reactants are [Cl:1][C:2]1[C:3](=[O:37])[N:4]([C:27]2[CH:28]=[C:29]([CH:33]=[CH:34][C:35]=2[CH3:36])[C:30](O)=[O:31])[C:5]([CH3:26])=[CH:6][C:7]=1[O:8][CH2:9][C:10]1[CH:15]=[CH:14][C:13]([F:16])=[CH:12][C:11]=1[CH2:17][NH:18][C:19]([NH:21][CH:22]1[CH2:25][CH2:24][CH2:23]1)=[O:20].ClC(OCC(C)C)=O.[CH3:46][N:47]1CCOCC1.CN. The catalyst is CC(N(C)C)=O.C(Cl)Cl.C1COCC1. The product is [Cl:1][C:2]1[C:3](=[O:37])[N:4]([C:27]2[CH:28]=[C:29]([CH:33]=[CH:34][C:35]=2[CH3:36])[C:30]([NH:47][CH3:46])=[O:31])[C:5]([CH3:26])=[CH:6][C:7]=1[O:8][CH2:9][C:10]1[CH:15]=[CH:14][C:13]([F:16])=[CH:12][C:11]=1[CH2:17][NH:18][C:19]([NH:21][CH:22]1[CH2:23][CH2:24][CH2:25]1)=[O:20]. The yield is 0.480. (4) The reactants are [OH:1][C:2]1[CH:7]=[CH:6][C:5]([N:8]2[CH2:13][CH2:12][NH:11][CH2:10][CH2:9]2)=[CH:4][CH:3]=1.[C:14](O[C:14]([O:16][C:17]([CH3:20])([CH3:19])[CH3:18])=[O:15])([O:16][C:17]([CH3:20])([CH3:19])[CH3:18])=[O:15]. The catalyst is ClCCl. The product is [C:17]([O:16][C:14]([N:11]1[CH2:12][CH2:13][N:8]([C:5]2[CH:4]=[CH:3][C:2]([OH:1])=[CH:7][CH:6]=2)[CH2:9][CH2:10]1)=[O:15])([CH3:20])([CH3:19])[CH3:18]. The yield is 0.870. (5) The reactants are [CH2:1]=O.[CH3:3][N:4]1[CH2:9][CH2:8][NH:7][CH2:6][CH2:5]1.[F:10][C:11]1[C:12]([NH2:26])=[N:13][C:14]([O:17][CH2:18][C:19]2[CH:24]=[CH:23][C:22]([F:25])=[CH:21][CH:20]=2)=[N:15][CH:16]=1. The catalyst is C(Cl)Cl. The product is [F:10][C:11]1[C:12]([NH:26][CH2:3][N:4]2[CH2:9][CH2:8][N:7]([CH3:1])[CH2:6][CH2:5]2)=[N:13][C:14]([O:17][CH2:18][C:19]2[CH:20]=[CH:21][C:22]([F:25])=[CH:23][CH:24]=2)=[N:15][CH:16]=1. The yield is 0.300. (6) The reactants are OO.C(OC(C(F)(F)F)=O)(C(F)(F)F)=[O:4].[CH3:16][N:17]([CH3:36])[CH2:18][CH2:19][NH:20][C:21]1[N:22]=[N+:23]([O-:35])[C:24]2[C:34]3[CH2:33][CH2:32][CH2:31][O:30][C:29]=3[CH:28]=[CH:27][C:25]=2[N:26]=1.C(O)(C(F)(F)F)=O. The catalyst is C(Cl)Cl.N. The product is [O-:35][N+:23]1[C:24]2[C:34]3[CH2:33][CH2:32][CH2:31][O:30][C:29]=3[CH:28]=[CH:27][C:25]=2[N+:26]([O-:4])=[C:21]([NH:20][CH2:19][CH2:18][N:17]([CH3:36])[CH3:16])[N:22]=1. The yield is 0.540.